Dataset: Merck oncology drug combination screen with 23,052 pairs across 39 cell lines. Task: Regression. Given two drug SMILES strings and cell line genomic features, predict the synergy score measuring deviation from expected non-interaction effect. Drug 1: CN(Cc1cnc2nc(N)nc(N)c2n1)c1ccc(C(=O)NC(CCC(=O)O)C(=O)O)cc1. Drug 2: Cn1nnc2c(C(N)=O)ncn2c1=O. Cell line: OVCAR3. Synergy scores: synergy=-23.0.